This data is from Peptide-MHC class I binding affinity with 185,985 pairs from IEDB/IMGT. The task is: Regression. Given a peptide amino acid sequence and an MHC pseudo amino acid sequence, predict their binding affinity value. This is MHC class I binding data. (1) The peptide sequence is GPATAQMAL. The MHC is HLA-A11:01 with pseudo-sequence HLA-A11:01. The binding affinity (normalized) is 0.0847. (2) The binding affinity (normalized) is 0. The MHC is HLA-A68:01 with pseudo-sequence HLA-A68:01. The peptide sequence is IPYLRNYMV. (3) The peptide sequence is PLFPGITRV. The MHC is HLA-B15:17 with pseudo-sequence HLA-B15:17. The binding affinity (normalized) is 0.0847. (4) The peptide sequence is EEKGISGTS. The MHC is HLA-B44:02 with pseudo-sequence HLA-B44:02. The binding affinity (normalized) is 0.0351. (5) The peptide sequence is HDWHLDPPF. The MHC is HLA-B44:03 with pseudo-sequence HLA-B44:03. The binding affinity (normalized) is 0.170. (6) The peptide sequence is DLLFKLLEY. The MHC is H-2-Kb with pseudo-sequence H-2-Kb. The binding affinity (normalized) is 0.360. (7) The peptide sequence is TYHPNCINCL. The MHC is HLA-A01:01 with pseudo-sequence HLA-A01:01. The binding affinity (normalized) is 0. (8) The peptide sequence is IEELRRHLL. The MHC is HLA-B18:01 with pseudo-sequence HLA-B18:01. The binding affinity (normalized) is 0.0538.